The task is: Predict the product of the given reaction.. This data is from Forward reaction prediction with 1.9M reactions from USPTO patents (1976-2016). (1) Given the reactants [Br:1][C:2]1[CH:3]=[C:4]2[C:8](=[CH:9][CH:10]=1)[NH:7][C:6]([C:11]([OH:13])=O)=[CH:5]2.CN(C(ON1N=NC2C=CC=NC1=2)=[N+](C)C)C.F[P-](F)(F)(F)(F)F.Cl.[F:39][C:40]1[CH:41]=[CH:42][C:43]([CH3:53])=[C:44]2[C:48]=1[NH:47][C:46]([CH3:49])=[C:45]2[CH2:50][CH2:51][NH2:52].C(N(C(C)C)C(C)C)C, predict the reaction product. The product is: [F:39][C:40]1[CH:41]=[CH:42][C:43]([CH3:53])=[C:44]2[C:48]=1[NH:47][C:46]([CH3:49])=[C:45]2[CH2:50][CH2:51][NH:52][C:11]([C:6]1[NH:7][C:8]2[C:4]([CH:5]=1)=[CH:3][C:2]([Br:1])=[CH:10][CH:9]=2)=[O:13]. (2) Given the reactants [CH2:1]([C:3]1[CH:4]=[C:5]([CH:8]=[C:9]([CH3:12])[C:10]=1[OH:11])[CH:6]=O)[CH3:2].Cl.[NH2:14]O, predict the reaction product. The product is: [CH2:1]([C:3]1[CH:4]=[C:5]([CH:8]=[C:9]([CH3:12])[C:10]=1[OH:11])[C:6]#[N:14])[CH3:2].